The task is: Predict the product of the given reaction.. This data is from Forward reaction prediction with 1.9M reactions from USPTO patents (1976-2016). (1) Given the reactants C[O:2][C:3]([C:5]1[CH:10]=[CH:9][C:8]([N:11]2[CH:15]=[CH:14][C:13]([C:16]([F:19])([F:18])[F:17])=[N:12]2)=[CH:7][N:6]=1)=[O:4].[Li+].[OH-], predict the reaction product. The product is: [F:19][C:16]([F:17])([F:18])[C:13]1[CH:14]=[CH:15][N:11]([C:8]2[CH:9]=[CH:10][C:5]([C:3]([OH:4])=[O:2])=[N:6][CH:7]=2)[N:12]=1. (2) Given the reactants Br[C:2]1[N:3]=[C:4]2[C:10]([C:11]([NH:13][C:14]([CH3:17])([CH3:16])[CH3:15])=[O:12])=[CH:9][N:8]([CH2:18][O:19][CH2:20][CH2:21][Si:22]([CH3:25])([CH3:24])[CH3:23])[C:5]2=[N:6][CH:7]=1.[I-].[Na+].CN[C@@H]1CCCC[C@H]1NC.[Cl:38][C:39]1[CH:40]=[C:41]2[C:45](=[CH:46][CH:47]=1)[NH:44][N:43]=[CH:42]2.[O-]P([O-])([O-])=O.[K+].[K+].[K+], predict the reaction product. The product is: [C:14]([NH:13][C:11]([C:10]1[C:4]2[C:5](=[N:6][CH:7]=[C:2]([N:44]3[C:45]4[C:41](=[CH:40][C:39]([Cl:38])=[CH:47][CH:46]=4)[CH:42]=[N:43]3)[N:3]=2)[N:8]([CH2:18][O:19][CH2:20][CH2:21][Si:22]([CH3:25])([CH3:24])[CH3:23])[CH:9]=1)=[O:12])([CH3:17])([CH3:16])[CH3:15]. (3) Given the reactants [CH3:1][N:2]([CH2:4][C:5]1[N:6]([C:14]2[CH:22]=[CH:21][C:17]([C:18](O)=[O:19])=[CH:16][C:15]=2[C:23]([F:26])([F:25])[F:24])[C:7]2[C:12]([CH:13]=1)=[CH:11][CH:10]=[CH:9][CH:8]=2)[CH3:3].CN(C(ON1N=NC2C=CC=CC1=2)=[N+](C)C)C.[B-](F)(F)(F)F.C(N(C(C)C)CC)(C)C.[Cl:58][C:59]1[CH:70]=[CH:69][C:62]2[NH:63][C:64]([C@@H:66]([NH2:68])[CH3:67])=[N:65][C:61]=2[CH:60]=1.ClCl, predict the reaction product. The product is: [Cl:58][C:59]1[CH:70]=[CH:69][C:62]2[NH:63][C:64]([C@@H:66]([NH:68][C:18](=[O:19])[C:17]3[CH:21]=[CH:22][C:14]([N:6]4[C:7]5[C:12](=[CH:11][CH:10]=[CH:9][CH:8]=5)[CH:13]=[C:5]4[CH2:4][N:2]([CH3:3])[CH3:1])=[C:15]([C:23]([F:25])([F:26])[F:24])[CH:16]=3)[CH3:67])=[N:65][C:61]=2[CH:60]=1. (4) Given the reactants Br[C:2]1[CH:3]=[C:4]([C:18]([OH:20])=[O:19])[C:5]([O:8][C:9]2[C:14]([CH3:15])=[CH:13][C:12]([CH3:16])=[CH:11][C:10]=2[CH3:17])=[N:6][CH:7]=1.[C:21]1(B(O)O)[CH:26]=[CH:25][CH:24]=[CH:23][CH:22]=1.C([O-])([O-])=O.[K+].[K+], predict the reaction product. The product is: [C:21]1([C:2]2[CH:3]=[C:4]([C:18]([OH:20])=[O:19])[C:5]([O:8][C:9]3[C:14]([CH3:15])=[CH:13][C:12]([CH3:16])=[CH:11][C:10]=3[CH3:17])=[N:6][CH:7]=2)[CH:26]=[CH:25][CH:24]=[CH:23][CH:22]=1. (5) The product is: [CH3:14][C:11]1[CH:12]=[CH:13][C:8]([C:5]2[N:6]=[CH:7][C:2]([C:27]3[N:32]=[CH:31][CH:30]=[CH:29][N:28]=3)=[CH:3][C:4]=2[C:15]2[CH:20]=[CH:19][CH:18]=[CH:17][CH:16]=2)=[CH:9][CH:10]=1. Given the reactants Cl[C:2]1[CH:3]=[C:4]([C:15]2[CH:20]=[CH:19][CH:18]=[CH:17][CH:16]=2)[C:5]([C:8]2[CH:13]=[CH:12][C:11]([CH3:14])=[CH:10][CH:9]=2)=[N:6][CH:7]=1.C([O-])(=O)C.[K+].Br[C:27]1[N:32]=[CH:31][CH:30]=[CH:29][N:28]=1.C([O-])([O-])=O.[Na+].[Na+], predict the reaction product. (6) The product is: [Cl:11][C:12]1[CH:13]=[C:14]([C:18]#[C:19][C:2]2[CH:3]=[N:4][C:5]([C:8]([OH:10])=[O:9])=[N:6][CH:7]=2)[CH:15]=[CH:16][CH:17]=1. Given the reactants Br[C:2]1[CH:3]=[N:4][C:5]([C:8]([OH:10])=[O:9])=[N:6][CH:7]=1.[Cl:11][C:12]1[CH:13]=[C:14]([C:18]#[CH:19])[CH:15]=[CH:16][CH:17]=1.C(N(CC)CC)C.Cl, predict the reaction product. (7) Given the reactants FC(F)(F)C1C=C(NC(=O)NC2C=CC(C3SC(CCC(O)=O)=NC=3)=CC=2)C=CC=1.[C:31]1([CH3:59])[CH:36]=[CH:35][C:34]([NH:37][C:38](=[O:58])[NH:39][C:40]2[CH:45]=[CH:44][C:43]([C:46]3[S:50][C:49]([CH2:51][CH2:52][CH2:53][C:54]([O:56]C)=[O:55])=[N:48][N:47]=3)=[CH:42][CH:41]=2)=[CH:33][CH:32]=1, predict the reaction product. The product is: [C:31]1([CH3:59])[CH:32]=[CH:33][C:34]([NH:37][C:38](=[O:58])[NH:39][C:40]2[CH:45]=[CH:44][C:43]([C:46]3[S:50][C:49]([CH2:51][CH2:52][CH2:53][C:54]([OH:56])=[O:55])=[N:48][N:47]=3)=[CH:42][CH:41]=2)=[CH:35][CH:36]=1.